Dataset: Peptide-MHC class I binding affinity with 185,985 pairs from IEDB/IMGT. Task: Regression. Given a peptide amino acid sequence and an MHC pseudo amino acid sequence, predict their binding affinity value. This is MHC class I binding data. (1) The peptide sequence is TQGYFPDWQNY. The MHC is HLA-A30:02 with pseudo-sequence HLA-A30:02. The binding affinity (normalized) is 0.446. (2) The peptide sequence is GTEELKSLY. The MHC is HLA-A80:01 with pseudo-sequence HLA-A80:01. The binding affinity (normalized) is 0.0847. (3) The peptide sequence is WDIKDPSLL. The MHC is HLA-A23:01 with pseudo-sequence HLA-A23:01. The binding affinity (normalized) is 0. (4) The peptide sequence is SEFWLNYTA. The MHC is HLA-B15:09 with pseudo-sequence HLA-B15:09. The binding affinity (normalized) is 0.0847. (5) The peptide sequence is AEAAVKPLLA. The MHC is HLA-B40:01 with pseudo-sequence HLA-B40:01. The binding affinity (normalized) is 0.529. (6) The binding affinity (normalized) is 0. The peptide sequence is CDKHYWDA. The MHC is Mamu-B01 with pseudo-sequence Mamu-B01. (7) The peptide sequence is LFLAFVVFLL. The MHC is HLA-A26:01 with pseudo-sequence HLA-A26:01. The binding affinity (normalized) is 0.489. (8) The peptide sequence is YSILSPFLPL. The MHC is Patr-B0101 with pseudo-sequence Patr-B0101. The binding affinity (normalized) is 0.581.